This data is from Catalyst prediction with 721,799 reactions and 888 catalyst types from USPTO. The task is: Predict which catalyst facilitates the given reaction. Reactant: [CH2:1]([C:8]1[CH:9]=[CH:10][C:11]([O:14]C)=[N:12][CH:13]=1)[C:2]1[CH:7]=[CH:6][CH:5]=[CH:4][CH:3]=1.Br. Product: [CH2:1]([C:8]1[CH:9]=[CH:10][C:11]([OH:14])=[N:12][CH:13]=1)[C:2]1[CH:3]=[CH:4][CH:5]=[CH:6][CH:7]=1. The catalyst class is: 52.